From a dataset of Catalyst prediction with 721,799 reactions and 888 catalyst types from USPTO. Predict which catalyst facilitates the given reaction. (1) Product: [NH2:1][C:4]1[CH:5]=[N:6][CH:7]=[CH:8][C:9]=1[C@H:10]1[O:15][C@H:14]([CH2:16][CH2:17][C:18]([O:20][CH2:21][CH3:22])=[O:19])[C@@H:13]([O:23][Si:24]([CH:25]([CH3:27])[CH3:26])([CH:31]([CH3:32])[CH3:33])[CH:28]([CH3:29])[CH3:30])[C@H:12]([O:34][Si:35]([CH:36]([CH3:37])[CH3:38])([CH:39]([CH3:41])[CH3:40])[CH:42]([CH3:44])[CH3:43])[CH2:11]1. The catalyst class is: 50. Reactant: [N+:1]([C:4]1[CH:5]=[N:6][CH:7]=[CH:8][C:9]=1[C:10]1[O:15][C@H:14](/[CH:16]=[CH:17]/[C:18]([O:20][CH2:21][CH3:22])=[O:19])[C@@H:13]([O:23][Si:24]([CH:31]([CH3:33])[CH3:32])([CH:28]([CH3:30])[CH3:29])[CH:25]([CH3:27])[CH3:26])[C@H:12]([O:34][Si:35]([CH:42]([CH3:44])[CH3:43])([CH:39]([CH3:41])[CH3:40])[CH:36]([CH3:38])[CH3:37])[CH:11]=1)([O-])=O. (2) Reactant: FC(F)(F)C(O)=O.[NH2:8][C@@H:9]1[CH2:13][CH2:12][N:11]([C:14]2[N:22]=[C:21]3[C:17]([N:18]=[CH:19][N:20]3[C@@H:23]3[CH2:27][C@H:26]([NH:28][C:29](=[O:32])[CH2:30][OH:31])[C@@H:25]([OH:33])[C@H:24]3[OH:34])=[C:16]([NH:35][CH2:36][CH:37]([C:44]3[CH:49]=[CH:48][CH:47]=[CH:46][CH:45]=3)[C:38]3[CH:43]=[CH:42][CH:41]=[CH:40][CH:39]=3)[N:15]=2)[CH2:10]1.[N:50]([C:53]1[CH:54]=[N:55][CH:56]=[CH:57][CH:58]=1)=[C:51]=[O:52]. Product: [C:44]1([CH:37]([C:38]2[CH:39]=[CH:40][CH:41]=[CH:42][CH:43]=2)[CH2:36][NH:35][C:16]2[N:15]=[C:14]([N:11]3[CH2:12][CH2:13][C@@H:9]([NH:8][C:51]([NH:50][C:53]4[CH:54]=[N:55][CH:56]=[CH:57][CH:58]=4)=[O:52])[CH2:10]3)[N:22]=[C:21]3[C:17]=2[N:18]=[CH:19][N:20]3[C@@H:23]2[CH2:27][C@H:26]([NH:28][C:29](=[O:32])[CH2:30][OH:31])[C@@H:25]([OH:33])[C@H:24]2[OH:34])[CH:49]=[CH:48][CH:47]=[CH:46][CH:45]=1. The catalyst class is: 1. (3) Reactant: [C:1]([NH:6][NH2:7])(=[O:5])[CH:2]([CH3:4])[CH3:3].C(N(CC)C(C)C)(C)C.[N+:17]([C:20]1[CH:21]=[C:22]([CH:26]=[CH:27][CH:28]=1)[C:23](Cl)=[O:24])([O-:19])=[O:18]. Product: [C:1]([NH:6][NH:7][C:23](=[O:24])[C:22]1[CH:26]=[CH:27][CH:28]=[C:20]([N+:17]([O-:19])=[O:18])[CH:21]=1)(=[O:5])[CH:2]([CH3:4])[CH3:3]. The catalyst class is: 4. (4) Reactant: [H-].[Na+].[CH3:3][O:4][C:5](=[O:23])[C:6]1[CH:11]=[C:10]([N+:12]([O-:14])=[O:13])[CH:9]=[C:8]([NH:15][C:16](=[O:22])[CH2:17][CH2:18][CH2:19][CH2:20]Cl)[CH:7]=1.CO. Product: [CH3:3][O:4][C:5](=[O:23])[C:6]1[CH:7]=[C:8]([N:15]2[CH2:20][CH2:19][CH2:18][CH2:17][C:16]2=[O:22])[CH:9]=[C:10]([N+:12]([O-:14])=[O:13])[CH:11]=1. The catalyst class is: 1. (5) Reactant: [CH2:1]([CH:8]([C:14]([O:16]CC)=[O:15])[C:9]([O:11]CC)=[O:10])[C:2]1[CH:7]=[CH:6][CH:5]=[CH:4][CH:3]=1.[OH-].[K+]. Product: [CH2:1]([CH:8]([C:9]([OH:11])=[O:10])[C:14]([OH:16])=[O:15])[C:2]1[CH:7]=[CH:6][CH:5]=[CH:4][CH:3]=1. The catalyst class is: 40.